The task is: Predict the reaction yield, written as a fraction of the theoretical maximum amount of product (1.0 means a 100% yield; for example, 0.34 means a 34% yield).. This data is from Reaction yield outcomes from USPTO patents with 853,638 reactions. (1) The reactants are O.NN.[Cl:4][C:5]1[CH:10]=[CH:9][C:8]([CH2:11][CH3:12])=[C:7]([N+:13]([O-])=O)[CH:6]=1.C. The catalyst is CO.[Fe](Cl)(Cl)Cl. The product is [Cl:4][C:5]1[CH:10]=[CH:9][C:8]([CH2:11][CH3:12])=[C:7]([CH:6]=1)[NH2:13]. The yield is 0.970. (2) The reactants are [C:1]1(=[O:11])[NH:5][C:4](=[O:6])[CH:3]2[CH2:7]CC=C[CH:2]12.C[N+]1([O-])CC[O:16]CC1.[CH3:20][C:21]([CH3:23])=[O:22]. The catalyst is O. The product is [OH:22][CH:21]1[CH:23]([OH:16])[CH2:7][CH:3]2[CH:2]([C:1](=[O:11])[NH:5][C:4]2=[O:6])[CH2:20]1. The yield is 0.790. (3) The reactants are Cl[C:2]1[CH:14]=[C:13]([CH3:15])[C:12]2[C:11]3[C:6](=[CH:7][CH:8]=[CH:9][CH:10]=3)[N:5]([CH2:16][CH:17]([CH3:19])[CH3:18])[C:4]=2[CH:3]=1.[CH3:20][C:21]1([CH3:37])[C:25]([CH3:27])([CH3:26])[O:24][B:23]([B:23]2[O:24][C:25]([CH3:27])([CH3:26])[C:21]([CH3:37])([CH3:20])[O:22]2)[O:22]1.C([O-])(=O)C.[K+]. The catalyst is C1(P(C2CCCCC2)C2C=C(C3C(OC)=CC=CC=3OC)C=CC=2)CCCCC1.O1CCOCC1. The product is [CH2:16]([N:5]1[C:4]2[CH:3]=[C:2]([B:23]3[O:24][C:25]([CH3:27])([CH3:26])[C:21]([CH3:37])([CH3:20])[O:22]3)[CH:14]=[C:13]([CH3:15])[C:12]=2[C:11]2[C:6]1=[CH:7][CH:8]=[CH:9][CH:10]=2)[CH:17]([CH3:19])[CH3:18]. The yield is 0.860. (4) The reactants are [CH3:1][C:2]1[CH:7]=[C:6]([N+:8]([O-:10])=[O:9])[C:5]([O:11][CH3:12])=[CH:4][C:3]=1[N:13]1[CH2:18][CH2:17][NH:16][CH2:15][CH2:14]1.[CH3:19][S:20]([CH:23]=[CH2:24])(=[O:22])=[O:21]. The catalyst is O1CCOCC1. The product is [CH3:1][C:2]1[CH:7]=[C:6]([N+:8]([O-:10])=[O:9])[C:5]([O:11][CH3:12])=[CH:4][C:3]=1[N:13]1[CH2:18][CH2:17][N:16]([CH2:24][CH2:23][S:20]([CH3:19])(=[O:22])=[O:21])[CH2:15][CH2:14]1. The yield is 0.600. (5) The reactants are C[O:2][CH:3](OC)[CH2:4][CH2:5][CH2:6][CH2:7][S:8]([CH2:10][CH2:11][CH2:12][C:13]([F:19])([F:18])[C:14]([F:17])([F:16])[F:15])=[O:9].C(O)(C(F)(F)F)=O.O.CCCCCC. The catalyst is C(Cl)(Cl)Cl.C(OCC)(=O)C. The product is [F:19][C:13]([F:18])([C:14]([F:15])([F:16])[F:17])[CH2:12][CH2:11][CH2:10][S:8]([CH2:7][CH2:6][CH2:5][CH2:4][CH:3]=[O:2])=[O:9]. The yield is 0.930. (6) The reactants are C([Si](C)(C)[O:6][C:7]([C:42]([F:45])([F:44])[F:43])([C:38]([F:41])([F:40])[F:39])/[CH:8]=[CH:9]/[C:10]1[CH:15]=[CH:14][C:13]([C:16]([C:21]2[CH:26]=[CH:25][C:24](B3OC(C)(C)C(C)(C)O3)=[C:23]([CH3:36])[CH:22]=2)([CH2:19][CH3:20])[CH2:17][CH3:18])=[CH:12][C:11]=1[CH3:37])(C)(C)C.[CH2:48]([O:50][C:51](=[O:60])[CH2:52][C:53]1[CH:54]=[N:55][C:56](Br)=[N:57][CH:58]=1)[CH3:49].P([O-])([O-])([O-])=O.[K+].[K+].[K+]. The catalyst is C1C=CC([P]([Pd]([P](C2C=CC=CC=2)(C2C=CC=CC=2)C2C=CC=CC=2)([P](C2C=CC=CC=2)(C2C=CC=CC=2)C2C=CC=CC=2)[P](C2C=CC=CC=2)(C2C=CC=CC=2)C2C=CC=CC=2)(C2C=CC=CC=2)C2C=CC=CC=2)=CC=1.O. The product is [CH2:48]([O:50][C:51](=[O:60])[CH2:52][C:53]1[CH:54]=[N:55][C:56]([C:24]2[CH:25]=[CH:26][C:21]([C:16]([CH2:19][CH3:20])([C:13]3[CH:14]=[CH:15][C:10](/[CH:9]=[CH:8]/[C:7]([OH:6])([C:42]([F:44])([F:45])[F:43])[C:38]([F:41])([F:40])[F:39])=[C:11]([CH3:37])[CH:12]=3)[CH2:17][CH3:18])=[CH:22][C:23]=2[CH3:36])=[N:57][CH:58]=1)[CH3:49]. The yield is 0.410. (7) The product is [CH3:18][O:19][CH2:20][CH2:21][O:22][C@@H:6]1[C@H:7]([OH:12])[C@@H:8]([CH2:10][OH:11])[O:9][C@H:5]1[N:4]1[CH:3]=[C:2]([CH3:1])[C:16](=[O:17])[NH:15][C:14]1=[O:13]. The yield is 0.630. The catalyst is COCCO. The reactants are [CH3:1][C:2]1[C:16](=[O:17])[N:15]=[C:14]2[N:4]([C@@H:5]3[O:9][C@H:8]([CH2:10][OH:11])[C@@H:7]([OH:12])[C@@H:6]3[O:13]2)[CH:3]=1.[CH3:18][O:19][CH2:20][CH2:21][O:22]B([O:22][CH2:21][CH2:20][O:19][CH3:18])[O:22][CH2:21][CH2:20][O:19][CH3:18]. (8) The reactants are [OH:1][C@:2]1([C:30]([F:36])([F:35])[C:31]([F:34])([F:33])[F:32])[C@:18]2([CH3:19])[C@H:5]([C@H:6]3[C:15]([C@@H:16]([C:20]4[CH:25]=[CH:24][C:23]([CH:26]([OH:28])[CH3:27])=[CH:22][CH:21]=4)[CH2:17]2)=[C:14]2[C:9](=[CH:10][C:11](=[O:29])[CH2:12][CH2:13]2)[CH2:8][CH2:7]3)[CH2:4][CH2:3]1.Br[CH2:38][C:39]1[CH:40]=[CH:41][C:42]2[S:46][C:45]([CH3:47])=[N:44][C:43]=2[CH:48]=1. No catalyst specified. The product is [OH:1][C@:2]1([C:30]([F:35])([F:36])[C:31]([F:32])([F:33])[F:34])[C@:18]2([CH3:19])[C@H:5]([C@H:6]3[C:15]([C@@H:16]([C:20]4[CH:21]=[CH:22][C:23]([CH:26]([O:28][CH2:38][C:39]5[CH:40]=[CH:41][C:42]6[S:46][C:45]([CH3:47])=[N:44][C:43]=6[CH:48]=5)[CH3:27])=[CH:24][CH:25]=4)[CH2:17]2)=[C:14]2[C:9](=[CH:10][C:11](=[O:29])[CH2:12][CH2:13]2)[CH2:8][CH2:7]3)[CH2:4][CH2:3]1. The yield is 0.240.